The task is: Predict the product of the given reaction.. This data is from Forward reaction prediction with 1.9M reactions from USPTO patents (1976-2016). (1) Given the reactants P(Br)(Br)[Br:2].[F:5][C:6]1[C:11]([N+:12]([O-:14])=[O:13])=[CH:10][CH:9]=[CH:8][C:7]=1[CH2:15]O, predict the reaction product. The product is: [Br:2][CH2:15][C:7]1[CH:8]=[CH:9][CH:10]=[C:11]([N+:12]([O-:14])=[O:13])[C:6]=1[F:5]. (2) Given the reactants [Cl:1][C:2]1[CH:7]=[CH:6][C:5]([CH:8]([CH:30]2[CH2:34][CH2:33][CH2:32][C:31]2([F:36])[F:35])[C:9]([NH:11][C:12]2[CH:13]=[C:14]([CH:26]=[CH:27][C:28]=2[F:29])[CH2:15][C:16]2([C:19]([O:21]C(C)(C)C)=[O:20])[CH2:18][CH2:17]2)=[O:10])=[CH:4][CH:3]=1.C(O)(C(F)(F)F)=O, predict the reaction product. The product is: [Cl:1][C:2]1[CH:7]=[CH:6][C:5]([CH:8]([CH:30]2[CH2:34][CH2:33][CH2:32][C:31]2([F:36])[F:35])[C:9]([NH:11][C:12]2[CH:13]=[C:14]([CH:26]=[CH:27][C:28]=2[F:29])[CH2:15][C:16]2([C:19]([OH:21])=[O:20])[CH2:17][CH2:18]2)=[O:10])=[CH:4][CH:3]=1.